From a dataset of Reaction yield outcomes from USPTO patents with 853,638 reactions. Predict the reaction yield, written as a fraction of the theoretical maximum amount of product (1.0 means a 100% yield; for example, 0.34 means a 34% yield). (1) The reactants are [S:1]1[C:5]([C:6](=[O:23])[CH2:7][O:8][C:9]([CH:11]2[CH2:15][CH2:14][CH2:13][N:12]2[C:16]([O:18][C:19]([CH3:22])([CH3:21])[CH3:20])=[O:17])=[O:10])=[CH:4][CH:3]2[S:24][CH:25]=[CH:26][CH:2]12.[Br:27]N1C(=O)CCC1=O. The catalyst is CN(C=O)C.CCOC(C)=O. The product is [C:19]([O:18][C:16]([N:12]1[CH2:13][CH2:14][CH2:15][CH:11]1[C:9]([O:8][CH2:7][C:6]([C:5]1[S:1][CH:2]2[CH:26]=[C:25]([Br:27])[S:24][CH:3]2[CH:4]=1)=[O:23])=[O:10])=[O:17])([CH3:20])([CH3:21])[CH3:22]. The yield is 0.660. (2) The reactants are C1(P(N=[N+]=[N-])(C2C=CC=CC=2)=O)C=CC=CC=1.[F:18][C:19]1[CH:20]=[C:21]([CH:25]=[CH:26][C:27]=1[N+:28]([O-:30])=[O:29])C(O)=O.C([N:33]([CH2:36]C)CC)C.[C:38]([OH:42])([CH3:41])([CH3:40])[CH3:39].[O:43]1CCOCC1. The catalyst is C(OCC)(=O)C. The product is [C:38]([O:42][C:36]([NH:33][C:21]1[CH:25]=[CH:26][C:27]([N+:28]([O-:30])=[O:29])=[C:19]([F:18])[CH:20]=1)=[O:43])([CH3:41])([CH3:40])[CH3:39]. The yield is 0.320. (3) The reactants are [CH:1]([C:4]1[NH:5][C:6]2[C:11]([CH:12]=1)=[CH:10][C:9]([N+:13]([O-])=O)=[CH:8][CH:7]=2)([CH3:3])[CH3:2]. The catalyst is [Ni].CO. The product is [CH:1]([C:4]1[NH:5][C:6]2[C:11]([CH:12]=1)=[CH:10][C:9]([NH2:13])=[CH:8][CH:7]=2)([CH3:3])[CH3:2]. The yield is 0.410. (4) The reactants are [CH2:1]([N:8]1[CH2:13][CH2:12][N:11]([C:14]2[CH:19]=[CH:18][C:17]([OH:20])=[CH:16][CH:15]=2)[CH2:10][CH2:9]1)[C:2]1[CH:7]=[CH:6][CH:5]=[CH:4][CH:3]=1.[C:21](=[O:24])([O-])[O-].[Cs+].[Cs+]. The catalyst is O1CCOCC1.[Cu]I. The product is [CH2:1]([N:8]1[CH2:9][CH2:10][N:11]([C:14]2[CH:15]=[CH:16][C:17]([O:20][C:2]3[CH:7]=[CH:6][C:5]([O:24][CH3:21])=[CH:4][CH:3]=3)=[CH:18][CH:19]=2)[CH2:12][CH2:13]1)[C:2]1[CH:3]=[CH:4][CH:5]=[CH:6][CH:7]=1. The yield is 0.114. (5) The reactants are [CH3:1][O:2][C:3]([C:5]1[CH:10]=[CH:9][N:8]2[CH:11]=[N:12][CH:13]=[C:7]2[C:6]=1Cl)=[O:4].[F:15][C:16]1[CH:21]=[C:20]([S:22][CH3:23])[CH:19]=[CH:18][C:17]=1[NH2:24].C1(P(C2CCCCC2)C2C=CC=CC=2C2C(OC(C)C)=CC=CC=2OC(C)C)CCCCC1.[O-]P([O-])([O-])=O.[K+].[K+].[K+]. The catalyst is C1(C)C=CC=CC=1.ClCCl.C1C=CC(/C=C/C(/C=C/C2C=CC=CC=2)=O)=CC=1.C1C=CC(/C=C/C(/C=C/C2C=CC=CC=2)=O)=CC=1.C1C=CC(/C=C/C(/C=C/C2C=CC=CC=2)=O)=CC=1.[Pd].[Pd]. The product is [CH3:1][O:2][C:3]([C:5]1[CH:10]=[CH:9][N:8]2[CH:11]=[N:12][CH:13]=[C:7]2[C:6]=1[NH:24][C:17]1[CH:18]=[CH:19][C:20]([S:22][CH3:23])=[CH:21][C:16]=1[F:15])=[O:4]. The yield is 0.390. (6) The reactants are [C:1]([N:4]1[C:13]2[C:8](=[CH:9][C:10]([Br:14])=[CH:11][CH:12]=2)[C@H:7]([NH:15]C(=O)OCC2C=CC=CC=2)[C@@H:6]([CH3:26])[C@@H:5]1[CH2:27][CH3:28])(=[O:3])[CH3:2].[OH-].[K+].O.C(O)C. The catalyst is C(Cl)Cl. The product is [NH2:15][C@H:7]1[C:8]2[C:13](=[CH:12][CH:11]=[C:10]([Br:14])[CH:9]=2)[N:4]([C:1](=[O:3])[CH3:2])[C@@H:5]([CH2:27][CH3:28])[C@@H:6]1[CH3:26]. The yield is 0.300. (7) The reactants are [CH3:1][C:2]1[N:3]=[CH:4][N:5]2[C:9]=1[CH2:8][N:7]([CH:10]1[CH2:15][CH2:14][N:13]([C:16]([O:18][CH2:19][C:20]3[CH:25]=[CH:24][CH:23]=[CH:22][CH:21]=3)=[O:17])[CH2:12][CH2:11]1)[C:6]2=[O:26].[CH3:27][Si](C)(C)N[Si](C)(C)C.[Li].CI.[Cl-].[NH4+]. The catalyst is C1COCC1. The product is [CH3:27][CH:8]1[N:7]([CH:10]2[CH2:11][CH2:12][N:13]([C:16]([O:18][CH2:19][C:20]3[CH:25]=[CH:24][CH:23]=[CH:22][CH:21]=3)=[O:17])[CH2:14][CH2:15]2)[C:6](=[O:26])[N:5]2[CH:4]=[N:3][C:2]([CH3:1])=[C:9]12. The yield is 0.710. (8) The reactants are [F:1][C:2]1[CH:3]=[C:4]([CH:7]=[C:8]([F:10])[CH:9]=1)[CH:5]=O.[NH:11]1[CH2:15][CH2:14][CH2:13][CH2:12]1.C(O[BH-](OC(=O)C)OC(=O)C)(=O)C.[Na+].C([O-])(O)=O.[Na+]. The catalyst is C1COCC1.CCOC(C)=O. The product is [F:1][C:2]1[CH:3]=[C:4]([CH:7]=[C:8]([F:10])[CH:9]=1)[CH2:5][N:11]1[CH2:15][CH2:14][CH2:13][CH2:12]1. The yield is 0.740.